This data is from Forward reaction prediction with 1.9M reactions from USPTO patents (1976-2016). The task is: Predict the product of the given reaction. (1) Given the reactants C[CH2:2][N:3]([C:5](O[C:8]1[CH:9]=[CH:10][C:11]2CC[C@@H](NCC#C)[C:12]=2[CH:13]=1)=[O:6])[CH3:4].C[CH2:4][N:3]([C:5](O[C:12]1[CH:13]=[CH:8][C:9]2CC[C@@H](NCC#C)[C:10]=2[CH:11]=1)=[O:6])[CH3:2].C(O)(C(O)=O)C(O)C(O)=O.CCCCCC, predict the reaction product. The product is: [CH3:2][N:3]([CH:5]=[O:6])[CH3:4].[CH3:10][CH2:9][CH2:8][CH2:13][CH2:12][CH3:11]. (2) Given the reactants [OH:1][CH2:2][CH2:3][N:4]([CH3:12])[C:5](=[O:11])[O:6][C:7]([CH3:10])([CH3:9])[CH3:8].CCN(CC)CC.[S:20](Cl)([C:23]1[CH:29]=[CH:28][C:26]([CH3:27])=[CH:25][CH:24]=1)(=[O:22])=[O:21], predict the reaction product. The product is: [CH3:27][C:26]1[CH:28]=[CH:29][C:23]([S:20]([O:1][CH2:2][CH2:3][N:4]([C:5]([O:6][C:7]([CH3:8])([CH3:9])[CH3:10])=[O:11])[CH3:12])(=[O:22])=[O:21])=[CH:24][CH:25]=1. (3) Given the reactants [Br:1][C:2]1[CH:24]=[CH:23][C:5]2[C:6]3[N:10](CCO[C:4]=2[CH:3]=1)[CH:9]=[C:8]([C:14]1[N:15]([CH:20]([CH3:22])[CH3:21])[N:16]=[C:17]([CH3:19])[N:18]=1)[N:7]=3.Cl.BrC1C=CC(C(N)=N)=C([F:36])C=1.C(=O)([O-])O.[K+].BrCC(C1N(C(C)C)N=C(C)N=1)=O, predict the reaction product. The product is: [Br:1][C:2]1[CH:24]=[CH:23][C:5]([C:6]2[NH:10][CH:9]=[C:8]([C:14]3[N:15]([CH:20]([CH3:22])[CH3:21])[N:16]=[C:17]([CH3:19])[N:18]=3)[N:7]=2)=[C:4]([F:36])[CH:3]=1. (4) Given the reactants [Cl:1][C:2]1[CH:7]=[CH:6][C:5]([C:8]2[N:12]([C:13]3[CH:18]=[CH:17][CH:16]=[CH:15][C:14]=3[O:19][CH3:20])[NH:11][C:10](=[O:21])[CH:9]=2)=[CH:4][CH:3]=1.CCN(C(C)C)C(C)C.C1C=CC(N([S:38]([C:41]([F:44])([F:43])[F:42])(=[O:40])=[O:39])[S:38]([C:41]([F:44])([F:43])[F:42])(=[O:40])=[O:39])=CC=1, predict the reaction product. The product is: [F:42][C:41]([F:44])([F:43])[S:38]([O:21][C:10]1[CH:9]=[C:8]([C:5]2[CH:4]=[CH:3][C:2]([Cl:1])=[CH:7][CH:6]=2)[N:12]([C:13]2[CH:18]=[CH:17][CH:16]=[CH:15][C:14]=2[O:19][CH3:20])[N:11]=1)(=[O:40])=[O:39]. (5) Given the reactants [C:1]([C:3]1[C:8]([C:9]2[C:17]3[C:12](=[N:13][CH:14]=[C:15]([F:18])[CH:16]=3)[N:11](S(C3C=CC(C)=CC=3)(=O)=O)[CH:10]=2)=[CH:7][C:6]([NH:29][CH:30]2[CH:35]3[CH2:36][CH2:37][CH:32]([CH2:33][CH2:34]3)[CH:31]2[C:38]([O:40][CH3:41])=[O:39])=[C:5]([F:42])[CH:4]=1)#[N:2].C[O-].[Na+].CCOC(C)=O.C([O-])(O)=O.[Na+], predict the reaction product. The product is: [C:1]([C:3]1[C:8]([C:9]2[C:17]3[C:12](=[N:13][CH:14]=[C:15]([F:18])[CH:16]=3)[NH:11][CH:10]=2)=[CH:7][C:6]([NH:29][CH:30]2[CH:35]3[CH2:34][CH2:33][CH:32]([CH2:37][CH2:36]3)[CH:31]2[C:38]([O:40][CH3:41])=[O:39])=[C:5]([F:42])[CH:4]=1)#[N:2]. (6) Given the reactants [C:1]([NH:8][C@H:9]([C:11]([OH:13])=O)[CH3:10])([O:3][C:4]([CH3:7])([CH3:6])[CH3:5])=[O:2].C(OC(OC(OC(C)(C)C)=O)=O)(C)(C)C.C(=O)(O)[O-].[NH4+].[N:34]1C=CC=CC=1, predict the reaction product. The product is: [C:4]([O:3][C:1](=[O:2])[NH:8][CH:9]([C:11](=[O:13])[NH2:34])[CH3:10])([CH3:7])([CH3:6])[CH3:5]. (7) Given the reactants Cl[C:2]1[C:3]2[N:11]=[C:10](Cl)[CH:9]=[CH:8][C:4]=2[N:5]=[CH:6][N:7]=1.[N:13]1[C:21]2[C:16](=[N:17][CH:18]=[CH:19][CH:20]=2)[S:15][C:14]=1[NH2:22].[SH:23][C:24]1[N:28]=[C:27]([CH3:29])[NH:26][N:25]=1, predict the reaction product. The product is: [CH3:29][C:27]1[NH:28][C:24]([S:23][C:10]2[CH:9]=[CH:8][C:4]3[N:5]=[CH:6][N:7]=[C:2]([NH:22][C:14]4[S:15][C:16]5[C:21]([N:13]=4)=[CH:20][CH:19]=[CH:18][N:17]=5)[C:3]=3[N:11]=2)=[N:25][N:26]=1. (8) Given the reactants [CH:1]1([C:4]2[N:5]=[C:6]3[CH:11]=[C:10]([C:12]([NH2:14])=O)[CH:9]=[CH:8][N:7]3[C:15]=2[CH2:16][C:17]2[CH:40]=[CH:39][C:20]3/[C:21](=[C:31](\[C:33]4[NH:37][C:36](=[O:38])[O:35][N:34]=4)/[CH3:32])/[C:22]4[CH:29]=[CH:28][C:27]([F:30])=[CH:26][C:23]=4[O:24][CH2:25][C:19]=3[CH:18]=2)[CH2:3][CH2:2]1.C(N(CC)CC)C.FC(F)(F)C(OC(=O)C(F)(F)F)=O.C(=O)([O-])O.[Na+], predict the reaction product. The product is: [CH:1]1([C:4]2[N:5]=[C:6]3[CH:11]=[C:10]([C:12]#[N:14])[CH:9]=[CH:8][N:7]3[C:15]=2[CH2:16][C:17]2[CH:40]=[CH:39][C:20]3/[C:21](=[C:31](\[C:33]4[NH:37][C:36](=[O:38])[O:35][N:34]=4)/[CH3:32])/[C:22]4[CH:29]=[CH:28][C:27]([F:30])=[CH:26][C:23]=4[O:24][CH2:25][C:19]=3[CH:18]=2)[CH2:3][CH2:2]1.